Dataset: Forward reaction prediction with 1.9M reactions from USPTO patents (1976-2016). Task: Predict the product of the given reaction. The product is: [Cl:1][C:2]1[N:11]=[CH:10][C:9]2[C:4](=[C:5]([O:13][CH:14]3[CH2:19][CH2:18][O:17][CH2:16][CH2:15]3)[CH:6]=[CH:7][CH:8]=2)[N:3]=1. Given the reactants [Cl:1][C:2]1[N:11]=[C:10](Cl)[C:9]2[C:4](=[C:5]([O:13][CH:14]3[CH2:19][CH2:18][O:17][CH2:16][CH2:15]3)[CH:6]=[CH:7][CH:8]=2)[N:3]=1.CCN(C(C)C)C(C)C, predict the reaction product.